Dataset: Forward reaction prediction with 1.9M reactions from USPTO patents (1976-2016). Task: Predict the product of the given reaction. (1) Given the reactants Br[C:2]1[CH:7]=[CH:6][CH:5]=[C:4]([F:8])[C:3]=1[F:9].[Li]CCCC.[CH2:15]=[CH:16][CH2:17][CH2:18][C:19](=[O:24])[CH2:20][CH2:21][CH:22]=[CH2:23], predict the reaction product. The product is: [F:9][C:3]1[C:4]([F:8])=[CH:5][CH:6]=[CH:7][C:2]=1[C:19]([OH:24])([CH2:20][CH2:21][CH:22]=[CH2:23])[CH2:18][CH2:17][CH:16]=[CH2:15]. (2) Given the reactants [CH3:1][C:2]([OH:10])([CH3:9])[CH2:3][O:4][CH2:5][CH:6]1[CH2:8][O:7]1.CC1(C)C2(CS(O)(=O)=O)C(CC1CC2)=O.C([O-])(O)=O.[Na+], predict the reaction product. The product is: [CH3:1][C:2]1([CH3:9])[O:10][CH:6]([CH2:8][OH:7])[CH2:5][O:4][CH2:3]1.